This data is from Forward reaction prediction with 1.9M reactions from USPTO patents (1976-2016). The task is: Predict the product of the given reaction. (1) Given the reactants [Br:1][CH:2]([CH2:6][CH2:7][Br:8])[C:3]([OH:5])=[O:4].[CH3:9][C:10](O)([CH3:12])[CH3:11].OS(O)(=O)=O.C([O-])([O-])=O.[Na+].[Na+], predict the reaction product. The product is: [Br:1][CH:2]([CH2:6][CH2:7][Br:8])[C:3]([O:5][C:10]([CH3:12])([CH3:11])[CH3:9])=[O:4]. (2) Given the reactants [F:1][C:2]1[CH:27]=[CH:26][C:5]([O:6][C:7]2[CH:12]=[CH:11][CH:10]=[CH:9][C:8]=2[NH:13][S:14]([C:17]2[CH:25]=[CH:24][C:20]([C:21]([OH:23])=O)=[CH:19][CH:18]=2)(=[O:16])=[O:15])=[CH:4][CH:3]=1.Cl.[CH2:29]([O:31][C:32](=[O:35])[CH2:33][NH2:34])[CH3:30], predict the reaction product. The product is: [CH2:29]([O:31][C:32](=[O:35])[CH2:33][NH:34][C:21](=[O:23])[C:20]1[CH:19]=[CH:18][C:17]([S:14](=[O:16])(=[O:15])[NH:13][C:8]2[CH:9]=[CH:10][CH:11]=[CH:12][C:7]=2[O:6][C:5]2[CH:26]=[CH:27][C:2]([F:1])=[CH:3][CH:4]=2)=[CH:25][CH:24]=1)[CH3:30]. (3) Given the reactants [F:1][C:2]1[CH:3]=[C:4]([CH:8](O)[CH2:9][N+:10]([O-:12])=[O:11])[CH:5]=[CH:6][CH:7]=1.C(OC(=O)C)(=O)C, predict the reaction product. The product is: [F:1][C:2]1[CH:7]=[CH:6][CH:5]=[C:4](/[CH:8]=[CH:9]/[N+:10]([O-:12])=[O:11])[CH:3]=1. (4) Given the reactants [CH:1]1([CH2:4][C:5]([OH:7])=O)[CH2:3][CH2:2]1.[CH:8]1([NH2:11])[CH2:10][CH2:9]1.C1C=C2N=NN(O)C2=CC=1.O, predict the reaction product. The product is: [CH:8]1([NH:11][C:5](=[O:7])[CH2:4][CH:1]2[CH2:2][CH2:3]2)[CH2:10][CH2:9]1. (5) Given the reactants [CH:1]1([CH:4]([OH:20])[C:5]2([C:18]#[N:19])[CH2:10][CH2:9][CH:8]([S:11]([CH2:14][CH:15]3[CH2:17][CH2:16]3)(=[O:13])=[O:12])[CH2:7][CH2:6]2)[CH2:3][CH2:2]1.O, predict the reaction product. The product is: [NH2:19][CH2:18][C:5]1([CH:4]([CH:1]2[CH2:2][CH2:3]2)[OH:20])[CH2:10][CH2:9][CH:8]([S:11]([CH2:14][CH:15]2[CH2:17][CH2:16]2)(=[O:12])=[O:13])[CH2:7][CH2:6]1.